The task is: Predict the reaction yield, written as a fraction of the theoretical maximum amount of product (1.0 means a 100% yield; for example, 0.34 means a 34% yield).. This data is from Reaction yield outcomes from USPTO patents with 853,638 reactions. (1) The reactants are [O:1]=[C:2]1[CH:8]([CH2:9][C:10]([O:12]C)=[O:11])[CH2:7][C:6]2[CH:14]=[CH:15][C:16]([O:18][CH2:19][CH2:20][CH2:21][N:22]([C:30]3[CH:35]=[CH:34][CH:33]=[CH:32][N:31]=3)[C:23]([O:25][CH2:26][CH:27]([CH3:29])[CH3:28])=[O:24])=[CH:17][C:5]=2[CH2:4][N:3]1[CH2:36][C:37]1[CH:42]=[CH:41][C:40]([C:43]([F:46])([F:45])[F:44])=[CH:39][CH:38]=1.N1C=CC=CC=1NCCCOC1C=CC2CC(CC(OCC)=O)C(=O)NCC=2C=1. No catalyst specified. The product is [O:1]=[C:2]1[CH:8]([CH2:9][C:10]([OH:12])=[O:11])[CH2:7][C:6]2[CH:14]=[CH:15][C:16]([O:18][CH2:19][CH2:20][CH2:21][N:22]([C:30]3[CH:35]=[CH:34][CH:33]=[CH:32][N:31]=3)[C:23]([O:25][CH2:26][CH:27]([CH3:29])[CH3:28])=[O:24])=[CH:17][C:5]=2[CH2:4][N:3]1[CH2:36][C:37]1[CH:42]=[CH:41][C:40]([C:43]([F:46])([F:44])[F:45])=[CH:39][CH:38]=1. The yield is 0.200. (2) The reactants are [C:1]([C:5]1[CH:6]=[C:7]2[C:11](=[CH:12][C:13]=1[N+:14]([O-])=O)[NH:10][CH:9]=[CH:8]2)([CH3:4])([CH3:3])[CH3:2]. The catalyst is CO.[Ni]. The product is [C:1]([C:5]1[CH:6]=[C:7]2[C:11](=[CH:12][C:13]=1[NH2:14])[NH:10][CH:9]=[CH:8]2)([CH3:4])([CH3:2])[CH3:3]. The yield is 0.870. (3) The reactants are [CH2:1]([O:3][C:4]([C:6]1[N:7]=[C:8]([C:25]2[CH:30]=[CH:29][C:28]([C:31]([F:34])([F:33])[F:32])=[CH:27][CH:26]=2)[O:9][C:10]=1[C:11]1[CH:16]=[CH:15][C:14](OS(C(F)(F)F)(=O)=O)=[CH:13][CH:12]=1)=[O:5])[CH3:2].[B:35]1([B:35]2[O:39][C:38]([CH3:41])([CH3:40])[C:37]([CH3:43])([CH3:42])[O:36]2)[O:39][C:38]([CH3:41])([CH3:40])[C:37]([CH3:43])([CH3:42])[O:36]1.C([O-])(=O)C.[K+]. The catalyst is O1CCOCC1.CCOC(C)=O.O.C1C=CC(P(C2C=CC=CC=2)[C-]2C=CC=C2)=CC=1.C1C=CC(P(C2C=CC=CC=2)[C-]2C=CC=C2)=CC=1.Cl[Pd]Cl.[Fe+2].C1C=CC(P(C2C=CC=CC=2)[C-]2C=CC=C2)=CC=1.C1C=CC(P(C2C=CC=CC=2)[C-]2C=CC=C2)=CC=1.[Fe+2]. The product is [CH2:1]([O:3][C:4]([C:6]1[N:7]=[C:8]([C:25]2[CH:30]=[CH:29][C:28]([C:31]([F:32])([F:34])[F:33])=[CH:27][CH:26]=2)[O:9][C:10]=1[C:11]1[CH:12]=[CH:13][C:14]([B:35]2[O:39][C:38]([CH3:41])([CH3:40])[C:37]([CH3:43])([CH3:42])[O:36]2)=[CH:15][CH:16]=1)=[O:5])[CH3:2]. The yield is 0.830. (4) The reactants are [CH3:1][C:2](=[N:6][OH:7])[C:3](=[O:5])[CH3:4].[Br:8][C:9]1[CH:16]=[CH:15][C:12]([CH:13]=O)=[CH:11][CH:10]=1. The catalyst is C(O)(=O)C. The product is [CH3:1][C:2]1[N+:6]([O-:7])=[C:13]([C:12]2[CH:15]=[CH:16][C:9]([Br:8])=[CH:10][CH:11]=2)[O:5][C:3]=1[CH3:4]. The yield is 0.740. (5) The reactants are [C:1]([O:5][C:6]([N:8]1[CH2:12][CH2:11][C:10]([CH3:16])([C:13]([OH:15])=O)[CH2:9]1)=[O:7])([CH3:4])([CH3:3])[CH3:2].CC[N:19]([CH:23]([CH3:25])C)[CH:20]([CH3:22])C.N1CCCC1.CN(C(ON1N=NC2C=CC=NC1=2)=[N+](C)C)C.F[P-](F)(F)(F)(F)F. The catalyst is CN(C=O)C. The product is [C:1]([O:5][C:6]([N:8]1[CH2:12][CH2:11][C:10]([CH3:16])([C:13]([N:19]2[CH2:20][CH2:22][CH2:25][CH2:23]2)=[O:15])[CH2:9]1)=[O:7])([CH3:2])([CH3:3])[CH3:4]. The yield is 0.780. (6) The reactants are [Cl-].[NH2:2][C:3]1[C:4]2[C:14]([O:15][CH2:16][CH2:17][CH2:18][CH2:19][CH2:20][CH2:21][NH3+:22])=[CH:13][CH:12]=[CH:11][C:5]=2[NH:6][S:7](=[O:10])(=[O:9])[N:8]=1.CCN(CC)CC.[N:30]([CH2:33][C:34]1[CH:39]=[CH:38][C:37]([O:40][CH3:41])=[CH:36][CH:35]=1)=[C:31]=[O:32]. The catalyst is C(Cl)Cl. The product is [NH2:2][C:3]1[C:4]2[C:14]([O:15][CH2:16][CH2:17][CH2:18][CH2:19][CH2:20][CH2:21][NH:22][C:31]([NH:30][CH2:33][C:34]3[CH:39]=[CH:38][C:37]([O:40][CH3:41])=[CH:36][CH:35]=3)=[O:32])=[CH:13][CH:12]=[CH:11][C:5]=2[NH:6][S:7](=[O:10])(=[O:9])[N:8]=1. The yield is 0.810. (7) The reactants are [NH2:1][C:2]1[N:10]=[CH:9][CH:8]=[CH:7][C:3]=1[C:4]([OH:6])=[O:5].[CH3:11][CH2:12]O. The catalyst is S(=O)(=O)(O)O. The product is [CH2:11]([O:5][C:4](=[O:6])[C:3]1[CH:7]=[CH:8][CH:9]=[N:10][C:2]=1[NH2:1])[CH3:12]. The yield is 0.740.